From a dataset of Forward reaction prediction with 1.9M reactions from USPTO patents (1976-2016). Predict the product of the given reaction. (1) Given the reactants Cl[C:2]1[C:11]2[C:6](=[C:7]([N+:12]([O-:14])=[O:13])[CH:8]=[CH:9][CH:10]=2)[CH:5]=[CH:4][N:3]=1.[F:15][C:16]1[CH:22]=[C:21]([C:23]([F:26])([F:25])[F:24])[CH:20]=[CH:19][C:17]=1[NH2:18], predict the reaction product. The product is: [F:15][C:16]1[CH:22]=[C:21]([C:23]([F:25])([F:26])[F:24])[CH:20]=[CH:19][C:17]=1[NH:18][C:2]1[C:11]2[C:6](=[C:7]([N+:12]([O-:14])=[O:13])[CH:8]=[CH:9][CH:10]=2)[CH:5]=[CH:4][N:3]=1. (2) Given the reactants C([O:3][C:4](=[O:41])[CH2:5][O:6][C:7]1[CH:12]=[CH:11][C:10]([S:13][C:14]2[CH:19]=[C:18]([O:20][C:21]3[CH:26]=[CH:25][C:24]([C:27]([F:30])([F:29])[F:28])=[CH:23][N:22]=3)[CH:17]=[C:16]([C:31]#[C:32][CH2:33][N:34]3[CH2:39][CH2:38][O:37][CH2:36][CH2:35]3)[CH:15]=2)=[CH:9][C:8]=1[CH3:40])C.[OH-].[Na+].Cl, predict the reaction product. The product is: [CH3:40][C:8]1[CH:9]=[C:10]([S:13][C:14]2[CH:19]=[C:18]([O:20][C:21]3[CH:26]=[CH:25][C:24]([C:27]([F:28])([F:29])[F:30])=[CH:23][N:22]=3)[CH:17]=[C:16]([C:31]#[C:32][CH2:33][N:34]3[CH2:39][CH2:38][O:37][CH2:36][CH2:35]3)[CH:15]=2)[CH:11]=[CH:12][C:7]=1[O:6][CH2:5][C:4]([OH:41])=[O:3].